This data is from Peptide-MHC class I binding affinity with 185,985 pairs from IEDB/IMGT. The task is: Regression. Given a peptide amino acid sequence and an MHC pseudo amino acid sequence, predict their binding affinity value. This is MHC class I binding data. (1) The peptide sequence is YYLEKANKI. The binding affinity (normalized) is 0.0847. The MHC is HLA-A26:03 with pseudo-sequence HLA-A26:03. (2) The binding affinity (normalized) is 0.106. The MHC is H-2-Kb with pseudo-sequence H-2-Kb. The peptide sequence is NDTLYGGL. (3) The peptide sequence is REWGWRIPF. The MHC is HLA-A03:01 with pseudo-sequence HLA-A03:01. The binding affinity (normalized) is 0.0847. (4) The peptide sequence is GRRATAILR. The MHC is HLA-B27:05 with pseudo-sequence HLA-B27:05. The binding affinity (normalized) is 0.260. (5) The peptide sequence is FLISVIVLV. The MHC is HLA-A02:01 with pseudo-sequence HLA-A02:01. The binding affinity (normalized) is 0.718.